This data is from Reaction yield outcomes from USPTO patents with 853,638 reactions. The task is: Predict the reaction yield, written as a fraction of the theoretical maximum amount of product (1.0 means a 100% yield; for example, 0.34 means a 34% yield). (1) The reactants are [CH:1]1[C:13]2[CH:12]([CH2:14][O:15][C:16]([N:18]3[CH2:23][CH2:22][CH2:21][CH:20]([NH:24][C:25]4[C:30]([N+:31]([O-])=O)=[CH:29][N:28]=[C:27]5[N:34]([S:37]([C:40]6[CH:45]=[CH:44][CH:43]=[CH:42][CH:41]=6)(=[O:39])=[O:38])[CH:35]=[CH:36][C:26]=45)[CH2:19]3)=[O:17])[C:11]3[C:6](=[CH:7][CH:8]=[CH:9][CH:10]=3)[C:5]=2[CH:4]=[CH:3][CH:2]=1.C1COCC1. The catalyst is [Pd].CCO. The product is [CH:1]1[C:13]2[CH:12]([CH2:14][O:15][C:16]([N:18]3[CH2:23][CH2:22][CH2:21][CH:20]([NH:24][C:25]4[C:30]([NH2:31])=[CH:29][N:28]=[C:27]5[N:34]([S:37]([C:40]6[CH:41]=[CH:42][CH:43]=[CH:44][CH:45]=6)(=[O:39])=[O:38])[CH:35]=[CH:36][C:26]=45)[CH2:19]3)=[O:17])[C:11]3[C:6](=[CH:7][CH:8]=[CH:9][CH:10]=3)[C:5]=2[CH:4]=[CH:3][CH:2]=1. The yield is 0.850. (2) The reactants are [C:1]12([C:11]([NH:13][NH2:14])=[O:12])[CH2:10][CH:5]3[CH2:6][CH:7]([CH2:9][CH:3]([CH2:4]3)[CH2:2]1)[CH2:8]2.[CH3:15][C:16](=O)[CH2:17][C:18](=[O:20])[CH3:19]. The catalyst is C(O)C. The product is [CH3:15][C:16](=[N:14][NH:13][C:11]([C:1]12[CH2:10][CH:5]3[CH2:4][CH:3]([CH2:9][CH:7]([CH2:6]3)[CH2:8]1)[CH2:2]2)=[O:12])[CH2:17][C:18](=[O:20])[CH3:19]. The yield is 0.650. (3) The reactants are CC[O-].[Na+].Cl.[F:6][C:7]([F:17])([F:16])[C:8]1[N:9]=[C:10]([C:13]([NH2:15])=[NH:14])[S:11][CH:12]=1.[C:18](OCC)(=[O:25])[CH2:19][C:20](OCC)=[O:21]. The catalyst is CCO. The product is [F:17][C:7]([F:6])([F:16])[C:8]1[N:9]=[C:10]([C:13]2[N:15]=[C:20]([OH:21])[CH:19]=[C:18]([OH:25])[N:14]=2)[S:11][CH:12]=1. The yield is 0.980. (4) The reactants are [C:1]1([CH2:7][N:8]2[CH2:12][CH2:11][C:10](=[O:13])[CH2:9]2)[CH:6]=[CH:5][CH:4]=[CH:3][CH:2]=1.[CH3:14][Mg+].[Br-]. The catalyst is C1COCC1.CCOCC. The product is [CH3:14][C:10]1([OH:13])[CH2:11][CH2:12][N:8]([CH2:7][C:1]2[CH:2]=[CH:3][CH:4]=[CH:5][CH:6]=2)[CH2:9]1. The yield is 0.460. (5) The reactants are Br[C:2]1[C:3]([C:8]#[N:9])=[N:4][CH:5]=[CH:6][CH:7]=1.[C:10]([C:14]1[CH:18]=[C:17]([NH2:19])[N:16]([CH3:20])[N:15]=1)([CH3:13])([CH3:12])[CH3:11].C(=O)([O-])[O-].[Cs+].[Cs+].C1C=CC(P(C2C(C3C(P(C4C=CC=CC=4)C4C=CC=CC=4)=CC=C4C=3C=CC=C4)=C3C(C=CC=C3)=CC=2)C2C=CC=CC=2)=CC=1. The catalyst is C1(C)C=CC=CC=1.C(OCC)(=O)C.C1C=CC(/C=C/C(/C=C/C2C=CC=CC=2)=O)=CC=1.C1C=CC(/C=C/C(/C=C/C2C=CC=CC=2)=O)=CC=1.C1C=CC(/C=C/C(/C=C/C2C=CC=CC=2)=O)=CC=1.[Pd].[Pd]. The product is [C:10]([C:14]1[CH:18]=[C:17]([NH:19][C:2]2[C:3]([C:8]#[N:9])=[N:4][CH:5]=[CH:6][CH:7]=2)[N:16]([CH3:20])[N:15]=1)([CH3:13])([CH3:11])[CH3:12]. The yield is 0.580. (6) The reactants are [Br:1][C:2]1[N:7]=[C:6]([CH2:8][O:9]/[N:10]=[C:11](/[C:17]2[CH:22]=[CH:21][CH:20]=[CH:19][CH:18]=2)\[C:12](=[NH:16])[N:13]([OH:15])[CH3:14])[CH:5]=[CH:4][CH:3]=1.[C:23](N1C=CN=C1)(N1C=CN=C1)=[O:24]. The catalyst is C(#N)C.CCOC(C)=O. The product is [Br:1][C:2]1[N:7]=[C:6]([CH2:8][O:9]/[N:10]=[C:11](/[C:17]2[CH:22]=[CH:21][CH:20]=[CH:19][CH:18]=2)\[C:12]2[N:13]([CH3:14])[O:15][C:23](=[O:24])[N:16]=2)[CH:5]=[CH:4][CH:3]=1. The yield is 0.950. (7) The yield is 0.820. The catalyst is ClCCl. The product is [CH3:15][S:16]([O:7][CH:2]([CH2:3][CH2:4][CH:5]=[CH2:6])[CH3:1])(=[O:18])=[O:17]. The reactants are [CH3:1][CH:2]([OH:7])[CH2:3][CH2:4][CH:5]=[CH2:6].C(N(CC)CC)C.[CH3:15][S:16](Cl)(=[O:18])=[O:17]. (8) The reactants are [Cl:1][C:2]1[C:10]2[N:9]=[C:8]3[N:11]([C:15]4[C:16]([CH3:23])=[N:17][C:18]([O:21][CH3:22])=[CH:19][CH:20]=4)[CH2:12][CH2:13][CH2:14][N:7]3[C:6]=2[C:5]([CH:24]([OH:27])[CH2:25][CH3:26])=[CH:4][CH:3]=1.N(C(N1CCCCC1)=O)=NC(N1CCCCC1)=O.C(P(CCCC)CCCC)CCC.[F:59][C:60]([F:64])([F:63])[CH2:61]O. The catalyst is O1CCCC1. The product is [Cl:1][C:2]1[C:10]2[N:9]=[C:8]3[N:11]([C:15]4[C:16]([CH3:23])=[N:17][C:18]([O:21][CH3:22])=[CH:19][CH:20]=4)[CH2:12][CH2:13][CH2:14][N:7]3[C:6]=2[C:5]([CH:24]([O:27][CH2:61][C:60]([F:64])([F:63])[F:59])[CH2:25][CH3:26])=[CH:4][CH:3]=1. The yield is 0.390.